The task is: Predict the reactants needed to synthesize the given product.. This data is from Full USPTO retrosynthesis dataset with 1.9M reactions from patents (1976-2016). Given the product [CH:31]1[C:32]2[C:27](=[CH:26][CH:25]=[CH:34][CH:33]=2)[CH:28]=[CH:29][C:30]=1[CH2:10][CH:11]1[CH2:16][CH2:15][N:14]([C:17]([O:19][C:20]([CH3:23])([CH3:22])[CH3:21])=[O:18])[CH2:13][CH2:12]1, predict the reactants needed to synthesize it. The reactants are: C12BC(CCC1)CCC2.[CH2:10]=[C:11]1[CH2:16][CH2:15][N:14]([C:17]([O:19][C:20]([CH3:23])([CH3:22])[CH3:21])=[O:18])[CH2:13][CH2:12]1.Br[C:25]1[CH:34]=[CH:33][C:32]2[C:27](=[CH:28][CH:29]=[CH:30][CH:31]=2)[CH:26]=1.C(=O)([O-])[O-].[K+].[K+].